Task: Regression. Given a peptide amino acid sequence and an MHC pseudo amino acid sequence, predict their binding affinity value. This is MHC class II binding data.. Dataset: Peptide-MHC class II binding affinity with 134,281 pairs from IEDB (1) The peptide sequence is PLNIIPLTTAAKLMV. The MHC is DRB1_0101 with pseudo-sequence DRB1_0101. The binding affinity (normalized) is 0.594. (2) The peptide sequence is NSYSGVEGEGLHKLGYI. The MHC is DRB1_0401 with pseudo-sequence DRB1_0401. The binding affinity (normalized) is 0.603.